From a dataset of Peptide-MHC class II binding affinity with 134,281 pairs from IEDB. Regression. Given a peptide amino acid sequence and an MHC pseudo amino acid sequence, predict their binding affinity value. This is MHC class II binding data. (1) The peptide sequence is ASYASPSLQTLIAVS. The MHC is DRB1_1201 with pseudo-sequence DRB1_1201. The binding affinity (normalized) is 0.645. (2) The MHC is DRB5_0101 with pseudo-sequence DRB5_0101. The peptide sequence is SSILTDSQTATKRIR. The binding affinity (normalized) is 0.554. (3) The peptide sequence is AVAANELGMLEKTKE. The MHC is HLA-DQA10201-DQB10402 with pseudo-sequence HLA-DQA10201-DQB10402. The binding affinity (normalized) is 0. (4) The peptide sequence is APEVKYTVFEKALKK. The MHC is HLA-DPA10201-DPB10101 with pseudo-sequence HLA-DPA10201-DPB10101. The binding affinity (normalized) is 0.952. (5) The peptide sequence is EKKYFLATQFEPLAA. The MHC is HLA-DPA10201-DPB10501 with pseudo-sequence HLA-DPA10201-DPB10501. The binding affinity (normalized) is 0.891.